From a dataset of Forward reaction prediction with 1.9M reactions from USPTO patents (1976-2016). Predict the product of the given reaction. Given the reactants [C:1]([O:5][C:6](=[O:10])[C@H:7](O)[CH3:8])([CH3:4])([CH3:3])[CH3:2].S(OS(C(F)(F)F)(=O)=O)(C(F)(F)F)(=O)=O.N1C(C)=CC=CC=1C.Cl.[CH2:35]([O:42][C:43](=[O:61])[C@@H:44]([NH2:60])[CH2:45][C:46]1[CH:51]=[CH:50][C:49]([C:52]2[CH:57]=[C:56]([Cl:58])[CH:55]=[CH:54][C:53]=2[Cl:59])=[CH:48][CH:47]=1)[C:36]1[CH:41]=[CH:40][CH:39]=[CH:38][CH:37]=1.C(N(CC)CC)C.[F:69][C:70]([F:85])([F:84])[S:71]([O:74][C@H:75]([CH3:83])[C:76]([O:78][C:79]([CH3:82])([CH3:81])[CH3:80])=[O:77])(=[O:73])=[O:72], predict the reaction product. The product is: [F:84][C:70]([F:69])([F:85])[S:71]([O:74][C@H:75]([CH3:83])[C:76]([O:78][C:79]([CH3:80])([CH3:81])[CH3:82])=[O:77])(=[O:72])=[O:73].[CH2:35]([O:42][C:43](=[O:61])[C@@H:44]([NH:60][C@H:7]([C:6]([O:5][C:1]([CH3:4])([CH3:3])[CH3:2])=[O:10])[CH3:8])[CH2:45][C:46]1[CH:51]=[CH:50][C:49]([C:52]2[CH:57]=[C:56]([Cl:58])[CH:55]=[CH:54][C:53]=2[Cl:59])=[CH:48][CH:47]=1)[C:36]1[CH:41]=[CH:40][CH:39]=[CH:38][CH:37]=1.